This data is from Forward reaction prediction with 1.9M reactions from USPTO patents (1976-2016). The task is: Predict the product of the given reaction. (1) Given the reactants C[C@@H]([C@@H]1[C@@]2(C)CCC/C(=C\C=[C:21]3\[CH2:22][C@@H:23](O)[CH2:24][CH2:25][C:26]\3=[CH2:27])/[C@@H]2CC1)CCCC(O)(C)C.C[C@@H]([C@@H]1[C@@]2(C)CCC/C(=[CH:48]\[CH:49]=[C:50]3\[CH2:51][C@@H:52]([OH:58])[CH2:53][C@H:54]([OH:57])[C:55]\3=[CH2:56])/[C@@H]2CC1)/C=C/[C@@H](O)C1CC1.[CH3:60][CH:61]1[C:83](=C)[CH:82](C(C(C(NC)CC2C=CC=CC=2)=O)C)[CH2:81]C(=O)NCCCC(C(C)=O)CC(=C)C(CC2N=CNC=2)C(C)[C:67](=O)[CH:66]([CH2:109]C2C=CC=CC=2)[CH2:65][C:63](=O)[CH:62]1CCCCN.C[C@@H]([C@@H]1[C@@]2(C)CCC/C(=C\C=C3\C[C@@H](O)C[C@H](O)C\3=C)/[C@@H]2CC1)CCCC(O)(C)C.C[C@H]1CC[C@H](O)C/C/1=C\C=C1/CCC[C@]2(C)[C@@H]([C@@H](/C=C/C(C(C)C)C)C)CC[C@@H]/12.C[C@@H]([C@@H]1[C@@]2(C)CCC/C(=C\C=C3\C[C@@H](O)C[C@H](O)C\3=C)/[C@@H]2CC1)/C=C/[C@@H](C(C)C)C.C[C@@H]([C@@H]1[C@@]2(C)CCC/C(=C\C=C3\C[C@@H](O)C[C@H](O)C\3=C)/[C@@H]2CC1)CCCC(O)(C(F)(F)F)C(F)(F)F.CCC(O)(CCCO[C@@H]([C@@H]1[C@@]2(C)CCC/C(=C\C=C3\C[C@@H](O)C[C@H](O)C\3=C)/[C@@H]2CC1)C)CC.C[C@H](OCCC(O)(C)C)[C@@H]1[C@@]2(C)CCC/C(=C\C=C3\C[C@@H](O)C[C@H](O)C\3=C)/[C@@H]2CC1.C[C@@H]([C@@H]1[C@@]2(C)CCC/C(=C\C=C3\C[C@@H](O)CCC\3=C)/[C@@H]2CC1)CC[C@@H](O)C(O)(C)C.CCC(O)(/C=C/C=C/[C@H]([C@@H]1[C@@]2(C)CCC/C(=C\C=C3\C[C@@H](O)C[C@H](O)C\3=C)/[C@@H]2CC1)C)CC.C[C@@H]([C@@H]1[C@@]2(C)CCC/C(=C\C=C3\C[C@@H](O)C[C@H](O)C\3=C)/[C@@H]2CC1)CC[C@@H](O)C(C)C, predict the reaction product. The product is: [CH3:60][C@@H:61]([C@@H:83]1[C@@:26]2([CH3:27])[CH2:25][CH2:24][CH2:23]/[C:22](=[CH:48]\[CH:49]=[C:50]3\[CH2:51][C@@H:52]([OH:58])[CH2:53][C@H:54]([OH:57])[C:55]\3=[CH2:56])/[C@@H:21]2[CH2:81][CH2:82]1)[CH2:62][CH2:63][CH2:65][CH:66]([CH3:67])[CH3:109]. (2) Given the reactants Br[C:2]1[CH:3]=[C:4]([O:10][C:11]2[CH:12]=[N:13][N:14]([CH3:16])[CH:15]=2)[C:5](=[O:9])[N:6]([CH3:8])[CH:7]=1.[CH:17]1([CH2:20][O:21][C:22]2[CH:27]=[CH:26][C:25]([S:28]([CH3:31])(=[O:30])=[O:29])=[CH:24][C:23]=2B2OC(C)(C)C(C)(C)O2)[CH2:19][CH2:18]1.[O-]P([O-])([O-])=O.[K+].[K+].[K+], predict the reaction product. The product is: [CH:17]1([CH2:20][O:21][C:22]2[CH:27]=[CH:26][C:25]([S:28]([CH3:31])(=[O:30])=[O:29])=[CH:24][C:23]=2[C:2]2[CH:3]=[C:4]([O:10][C:11]3[CH:12]=[N:13][N:14]([CH3:16])[CH:15]=3)[C:5](=[O:9])[N:6]([CH3:8])[CH:7]=2)[CH2:18][CH2:19]1. (3) Given the reactants Cl.[NH2:2][C:3]([CH3:11])([CH3:10])[CH2:4][C:5]([O:7][CH2:8][CH3:9])=[O:6].[CH3:12][C:13]([O:16][C:17](O[C:17]([O:16][C:13]([CH3:15])([CH3:14])[CH3:12])=[O:18])=[O:18])([CH3:15])[CH3:14].ClCCl.C(=O)([O-])[O-].[K+].[K+], predict the reaction product. The product is: [C:13]([O:16][C:17]([NH:2][C:3]([CH3:11])([CH3:10])[CH2:4][C:5]([O:7][CH2:8][CH3:9])=[O:6])=[O:18])([CH3:15])([CH3:14])[CH3:12]. (4) Given the reactants [Br:1]N1C(=O)CCC1=O.[O:9]1[C:17]2[CH:16]=[CH:15][NH:14][C:13](=[O:18])[C:12]=2[CH:11]=[CH:10]1.CO, predict the reaction product. The product is: [Br:1][C:16]1[C:17]2[O:9][CH:10]=[CH:11][C:12]=2[C:13](=[O:18])[NH:14][CH:15]=1. (5) Given the reactants C(O)(=O)C.[C:5]([N:8]1[C:17]2[CH:16]=[CH:15][C:14]([NH2:18])=[CH:13][C:12]=2[C:11]2[N:19]([C:25]3[CH:33]=[CH:32][C:28]4[O:29][CH2:30][O:31][C:27]=4[CH:26]=3)[N:20]=[C:21]([C:22]([NH2:24])=[O:23])[C:10]=2[CH2:9]1)(=[O:7])[CH3:6].[Cl:34][C:35]1[N:43]=[CH:42][CH:41]=[CH:40][C:36]=1[C:37](O)=[O:38].CN(C(ON1N=NC2C=CC=NC1=2)=[N+](C)C)C.F[P-](F)(F)(F)(F)F.CCN(C(C)C)C(C)C, predict the reaction product. The product is: [C:5]([N:8]1[C:17]2[CH:16]=[CH:15][C:14]([NH:18][C:37]([C:36]3[C:35]([Cl:34])=[N:43][CH:42]=[CH:41][CH:40]=3)=[O:38])=[CH:13][C:12]=2[C:11]2[N:19]([C:25]3[CH:33]=[CH:32][C:28]4[O:29][CH2:30][O:31][C:27]=4[CH:26]=3)[N:20]=[C:21]([C:22]([NH2:24])=[O:23])[C:10]=2[CH2:9]1)(=[O:7])[CH3:6]. (6) Given the reactants [C:1]([O:5][C:6]([N:8]1[CH2:12][CH2:11][CH2:10][CH:9]1[CH2:13][O:14][C:15]1[CH:20]=[CH:19][C:18]([OH:21])=[CH:17][CH:16]=1)=[O:7])([CH3:4])([CH3:3])[CH3:2].C([O-])([O-])=O.[Cs+].[Cs+].Cl[C:29]1[O:30][C:31]2[CH:37]=[CH:36][CH:35]=[CH:34][C:32]=2[N:33]=1, predict the reaction product. The product is: [C:1]([O:5][C:6]([N:8]1[CH2:12][CH2:11][CH2:10][C@@H:9]1[CH2:13][O:14][C:15]1[CH:20]=[CH:19][C:18]([O:21][C:29]2[O:30][C:31]3[CH:37]=[CH:36][CH:35]=[CH:34][C:32]=3[N:33]=2)=[CH:17][CH:16]=1)=[O:7])([CH3:4])([CH3:2])[CH3:3].